This data is from Peptide-MHC class I binding affinity with 185,985 pairs from IEDB/IMGT. The task is: Regression. Given a peptide amino acid sequence and an MHC pseudo amino acid sequence, predict their binding affinity value. This is MHC class I binding data. (1) The peptide sequence is GPIRFVLAL. The MHC is HLA-B07:02 with pseudo-sequence HLA-B07:02. The binding affinity (normalized) is 0.765. (2) The peptide sequence is FIAEIDHWI. The MHC is HLA-A68:02 with pseudo-sequence HLA-A68:02. The binding affinity (normalized) is 1.00.